From a dataset of Forward reaction prediction with 1.9M reactions from USPTO patents (1976-2016). Predict the product of the given reaction. (1) Given the reactants [CH3:1][C:2]1[CH:18]=[CH:17][C:5]2[N:6]3[CH:11]=[C:10]([C:12](OCC)=[O:13])[N:9]=[C:7]3[S:8][C:4]=2[CH:3]=1.CC(C[AlH]CC(C)C)C, predict the reaction product. The product is: [CH:12]([C:10]1[N:9]=[C:7]2[N:6]([CH:11]=1)[C:5]1[CH:17]=[CH:18][C:2]([CH3:1])=[CH:3][C:4]=1[S:8]2)=[O:13]. (2) Given the reactants C[O:2][C:3]([C:5]1([CH3:18])[O:10][CH2:9][CH2:8][N:7]([C:11]([O:13][C:14]([CH3:17])([CH3:16])[CH3:15])=[O:12])[CH2:6]1)=[O:4].[OH-].[Na+], predict the reaction product. The product is: [C:14]([O:13][C:11]([N:7]1[CH2:8][CH2:9][O:10][C:5]([CH3:18])([C:3]([OH:4])=[O:2])[CH2:6]1)=[O:12])([CH3:17])([CH3:15])[CH3:16]. (3) Given the reactants [O:1]=[C:2]([C:8]([O:10][CH2:11][CH3:12])=[O:9])[C:3]([O:5][CH2:6][CH3:7])=[O:4].[C:13]([C:16]1[CH:21]=[CH:20][N:19]=[CH:18][CH:17]=1)(=[O:15])[CH3:14], predict the reaction product. The product is: [OH:1][C:2]([CH2:14][C:13]([C:16]1[CH:21]=[CH:20][N:19]=[CH:18][CH:17]=1)=[O:15])([C:3]([O:5][CH2:6][CH3:7])=[O:4])[C:8]([O:10][CH2:11][CH3:12])=[O:9]. (4) Given the reactants [NH2:1][C:2]1[N:7]=[C:6]([N:8]2[C:16]3[C:11](=[CH:12][CH:13]=[C:14]([Br:17])[CH:15]=3)[C:10]([C:18](OCC)=[O:19])=[N:9]2)[CH:5]=[CH:4][N:3]=1.[H-].[Al+3].[Li+].[H-].[H-].[H-], predict the reaction product. The product is: [NH2:1][C:2]1[N:7]=[C:6]([N:8]2[C:16]3[C:11](=[CH:12][CH:13]=[C:14]([Br:17])[CH:15]=3)[C:10]([CH2:18][OH:19])=[N:9]2)[CH:5]=[CH:4][N:3]=1. (5) Given the reactants Cl.Cl.Cl.[O:4]1[C:12]2[CH:11]=[CH:10][N:9]=[C:8]([N:13]3[CH2:18][CH2:17][N:16]([CH2:19][CH2:20][C@H:21]4[CH2:26][CH2:25][C@H:24]([NH2:27])[CH2:23][CH2:22]4)[CH2:15][CH2:14]3)[C:7]=2[CH2:6][CH2:5]1.[CH3:28][O:29][CH2:30][CH2:31][C:32](O)=[O:33], predict the reaction product. The product is: [O:4]1[C:12]2[CH:11]=[CH:10][N:9]=[C:8]([N:13]3[CH2:18][CH2:17][N:16]([CH2:19][CH2:20][C@H:21]4[CH2:26][CH2:25][C@H:24]([NH:27][C:32](=[O:33])[CH2:31][CH2:30][O:29][CH3:28])[CH2:23][CH2:22]4)[CH2:15][CH2:14]3)[C:7]=2[CH2:6][CH2:5]1. (6) Given the reactants [Na+].[OH:2][C:3]1[CH:8]=[CH:7][C:6]([CH2:9][C@@H:10]([O:14][CH3:15])[C:11]([O-:13])=[O:12])=[CH:5][CH:4]=1.[CH3:16]S(O)(=O)=O, predict the reaction product. The product is: [CH3:16][O:12][C:11](=[O:13])[C@H:10]([O:14][CH3:15])[CH2:9][C:6]1[CH:5]=[CH:4][C:3]([OH:2])=[CH:8][CH:7]=1. (7) Given the reactants [CH:1]1([C:4]([N:6]2[CH2:10][CH2:9][C@@H:8]([CH2:11][NH:12][C:13]3[C:14]([NH2:20])=[CH:15][CH:16]=[CH:17][C:18]=3[CH3:19])[CH2:7]2)=[O:5])[CH2:3][CH2:2]1.[O:21]1[C:25]2[CH:26]=[CH:27][C:28]([C:30]3[CH:37]=[CH:36][CH:35]=[CH:34][C:31]=3C=O)=[CH:29][C:24]=2[CH:23]=[CH:22]1.OOS([O-])=O.[K+].[CH3:44]N(C=O)C, predict the reaction product. The product is: [O:21]1[C:25]2[CH:26]=[CH:27][C:28]([C:30]3[CH:31]=[CH:34][C:35]([C:44]4[N:12]([CH2:11][C@@H:8]5[CH2:9][CH2:10][N:6]([C:4]([CH:1]6[CH2:3][CH2:2]6)=[O:5])[CH2:7]5)[C:13]5[C:18]([CH3:19])=[CH:17][CH:16]=[CH:15][C:14]=5[N:20]=4)=[CH:36][CH:37]=3)=[CH:29][C:24]=2[CH:23]=[CH:22]1. (8) The product is: [F:15][C:16]1[CH:21]=[CH:20][C:19]([C@H:22]([NH:24][C@H:10]2[CH2:11][CH2:12][C@@H:8]([C:5]3[CH:6]=[N:7][C:2]([F:1])=[CH:3][CH:4]=3)[CH2:9]2)[CH3:23])=[CH:18][C:17]=1[O:25][CH3:26]. Given the reactants [F:1][C:2]1[N:7]=[CH:6][C:5]([C@@H:8]2[CH2:12][CH2:11][C:10](=O)[CH2:9]2)=[CH:4][CH:3]=1.Cl.[F:15][C:16]1[CH:21]=[CH:20][C:19]([C@H:22]([NH2:24])[CH3:23])=[CH:18][C:17]=1[O:25][CH3:26].C(O[BH-](OC(=O)C)OC(=O)C)(=O)C.[Na+].C([O-])(O)=O.[Na+], predict the reaction product.